Dataset: Forward reaction prediction with 1.9M reactions from USPTO patents (1976-2016). Task: Predict the product of the given reaction. (1) Given the reactants [Cl:1][C:2]1[C:7](=[O:8])[N:6]([CH3:9])[CH:5]=[C:4]([NH:10][CH:11]([C:21]2[CH:26]=[CH:25][C:24]([Cl:27])=[CH:23][CH:22]=2)[C:12]2[C:13]([C:18](O)=[O:19])=[N:14][N:15]([CH3:17])[CH:16]=2)[CH:3]=1, predict the reaction product. The product is: [Cl:1][C:2]1[C:7](=[O:8])[N:6]([CH3:9])[CH:5]=[C:4]([N:10]2[CH:11]([C:21]3[CH:26]=[CH:25][C:24]([Cl:27])=[CH:23][CH:22]=3)[C:12]3[C:13](=[N:14][N:15]([CH3:17])[CH:16]=3)[C:18]2=[O:19])[CH:3]=1. (2) Given the reactants [C:1]([O:5][C:6](=[O:19])[NH:7][C:8]1[CH:13]=[C:12](Cl)[C:11]([Cl:15])=[CH:10][C:9]=1[N+:16]([O-:18])=[O:17])([CH3:4])([CH3:3])[CH3:2].[CH:20]([NH2:23])([CH3:22])[CH3:21], predict the reaction product. The product is: [C:1]([O:5][C:6](=[O:19])[NH:7][C:8]1[CH:13]=[C:12]([NH:23][CH:20]([CH3:22])[CH3:21])[C:11]([Cl:15])=[CH:10][C:9]=1[N+:16]([O-:18])=[O:17])([CH3:4])([CH3:3])[CH3:2]. (3) Given the reactants [BH4-].[Na+].[C:3]1([C@@H:9]2[CH2:11][C@H:10]2[NH:12][CH:13]=O)[CH:8]=[CH:7][CH:6]=[CH:5][CH:4]=1.II.CO, predict the reaction product. The product is: [CH3:13][NH:12][C@@H:10]1[CH2:11][C@H:9]1[C:3]1[CH:8]=[CH:7][CH:6]=[CH:5][CH:4]=1. (4) Given the reactants [Si]([O:8]/[N:9]=[C:10]1\[CH2:11][CH2:12][C:13]2[C:18]\1=[CH:17][CH:16]=[C:15]([NH:19][C:20]1[C:28]3[C:23](=[CH:24][N:25]=[CH:26][CH:27]=3)[O:22][C:21]=1[C:29]1[N:34]=[C:33]([N:35]3[CH2:40][CH2:39][O:38][CH2:37][CH2:36]3)[CH:32]=[CH:31][N:30]=1)[CH:14]=2)(C(C)(C)C)(C)C.CCCC[N+](CCCC)(CCCC)CCCC.[F-], predict the reaction product. The product is: [O:38]1[CH2:39][CH2:40][N:35]([C:33]2[CH:32]=[CH:31][N:30]=[C:29]([C:21]3[O:22][C:23]4=[CH:24][N:25]=[CH:26][CH:27]=[C:28]4[C:20]=3[NH:19][C:15]3[CH:14]=[C:13]4[C:18](=[CH:17][CH:16]=3)/[C:10](=[N:9]/[OH:8])/[CH2:11][CH2:12]4)[N:34]=2)[CH2:36][CH2:37]1.